This data is from Peptide-MHC class II binding affinity with 134,281 pairs from IEDB. The task is: Regression. Given a peptide amino acid sequence and an MHC pseudo amino acid sequence, predict their binding affinity value. This is MHC class II binding data. (1) The peptide sequence is LRKAFDAFDREKSGS. The MHC is HLA-DQA10301-DQB10302 with pseudo-sequence HLA-DQA10301-DQB10302. The binding affinity (normalized) is 0.192. (2) The peptide sequence is GEPIRFLLSYGEKDF. The MHC is DRB1_0404 with pseudo-sequence DRB1_0404. The binding affinity (normalized) is 0.603. (3) The peptide sequence is SNGVLESDMIIPKSL. The MHC is DRB1_0404 with pseudo-sequence DRB1_0404. The binding affinity (normalized) is 0.197.